Dataset: NCI-60 drug combinations with 297,098 pairs across 59 cell lines. Task: Regression. Given two drug SMILES strings and cell line genomic features, predict the synergy score measuring deviation from expected non-interaction effect. (1) Drug 1: CCC1=CC2CC(C3=C(CN(C2)C1)C4=CC=CC=C4N3)(C5=C(C=C6C(=C5)C78CCN9C7C(C=CC9)(C(C(C8N6C)(C(=O)OC)O)OC(=O)C)CC)OC)C(=O)OC.C(C(C(=O)O)O)(C(=O)O)O. Synergy scores: CSS=95.4, Synergy_ZIP=2.38, Synergy_Bliss=2.75, Synergy_Loewe=-0.624, Synergy_HSA=2.55. Drug 2: CC(C1=C(C=CC(=C1Cl)F)Cl)OC2=C(N=CC(=C2)C3=CN(N=C3)C4CCNCC4)N. Cell line: MOLT-4. (2) Drug 1: CC1=C2C(C(=O)C3(C(CC4C(C3C(C(C2(C)C)(CC1OC(=O)C(C(C5=CC=CC=C5)NC(=O)OC(C)(C)C)O)O)OC(=O)C6=CC=CC=C6)(CO4)OC(=O)C)O)C)O. Drug 2: COCCOC1=C(C=C2C(=C1)C(=NC=N2)NC3=CC=CC(=C3)C#C)OCCOC.Cl. Cell line: DU-145. Synergy scores: CSS=3.06, Synergy_ZIP=6.24, Synergy_Bliss=10.3, Synergy_Loewe=6.50, Synergy_HSA=6.75.